This data is from Full USPTO retrosynthesis dataset with 1.9M reactions from patents (1976-2016). The task is: Predict the reactants needed to synthesize the given product. (1) Given the product [CH:1]1([CH2:7][CH2:8][CH2:9][O:41][C:36](=[O:37])[NH:31][CH2:32][CH3:34])[CH2:2][CH2:3][CH2:4][CH2:5][CH2:6]1, predict the reactants needed to synthesize it. The reactants are: [CH:1]1([CH2:7][C@H:8](NC(=O)OC(C)(C)C)[CH2:9]NCC)[CH2:6][CH2:5][CH2:4][CH2:3][CH2:2]1.C(O[N:31]1[C:36](=[O:37])C[CH2:34][C:32]1=O)(OCC[Si](C)(C)C)=O.C1C[O:41]CC1. (2) The reactants are: [CH2:1]([O:8][C:9]1[C:14]([O:15][CH2:16][CH2:17][CH3:18])=[CH:13][CH:12]=[C:11]([CH2:19][O:20][Si](C(C)C)(C(C)C)C(C)C)[N:10]=1)[C:2]1[CH:7]=[CH:6][CH:5]=[CH:4][CH:3]=1.[F-].C([N+](CCCC)(CCCC)CCCC)CCC.O1CCCC1. Given the product [CH2:1]([O:8][C:9]1[N:10]=[C:11]([CH2:19][OH:20])[CH:12]=[CH:13][C:14]=1[O:15][CH2:16][CH2:17][CH3:18])[C:2]1[CH:3]=[CH:4][CH:5]=[CH:6][CH:7]=1, predict the reactants needed to synthesize it. (3) The reactants are: [NH2:1][C@H:2]1[CH2:7][CH2:6][C@H:5]([NH2:8])[CH2:4][CH2:3]1.[Cl:9][C:10]1[N:18]=[C:17]2[C:13]([N:14]=[CH:15][N:16]2[CH:19]2[CH2:23][CH2:22][CH2:21][CH2:20]2)=[C:12]([NH:24][C:25]2[CH:30]=[CH:29][C:28]([S:31]([NH:34][C:35]3[S:36][CH:37]=[CH:38][N:39]=3)(=[O:33])=[O:32])=[CH:27][CH:26]=2)[N:11]=1.CO. Given the product [ClH:9].[ClH:9].[NH2:1][C@H:2]1[CH2:7][CH2:6][C@H:5]([NH:8][C:10]2[N:18]=[C:17]3[C:13]([N:14]=[CH:15][N:16]3[CH:19]3[CH2:23][CH2:22][CH2:21][CH2:20]3)=[C:12]([NH:24][C:25]3[CH:30]=[CH:29][C:28]([S:31]([NH:34][C:35]4[S:36][CH:37]=[CH:38][N:39]=4)(=[O:33])=[O:32])=[CH:27][CH:26]=3)[N:11]=2)[CH2:4][CH2:3]1, predict the reactants needed to synthesize it. (4) Given the product [O:17]1[CH:18]=[N:25][N:24]=[C:15]1[C:13]1[N:14]=[C:8]2[CH:7]=[CH:6][C:5]3[C:4]([C:20]([F:22])([F:21])[F:23])=[CH:3][C:2](=[O:1])[NH:11][C:10]=3[N:9]2[CH:12]=1, predict the reactants needed to synthesize it. The reactants are: [O:1]=[C:2]1[NH:11][C:10]2[N:9]3[CH:12]=[C:13]([C:15]([O:17][CH2:18]C)=O)[N:14]=[C:8]3[CH:7]=[CH:6][C:5]=2[C:4]([C:20]([F:23])([F:22])[F:21])=[CH:3]1.[NH2:24][NH2:25].O.C1(C)C=CC(S(O)(=O)=O)=CC=1.